Dataset: Catalyst prediction with 721,799 reactions and 888 catalyst types from USPTO. Task: Predict which catalyst facilitates the given reaction. (1) Reactant: Cl[C:2]1[N:7]=[C:6]([N:8]([CH2:17][CH2:18][CH2:19][C:20]([F:23])([F:22])[F:21])[C:9]2[CH:14]=[C:13]([CH3:15])[CH:12]=[CH:11][C:10]=2[F:16])[CH:5]=[CH:4][N:3]=1.[S:24]([NH2:34])(=[O:33])([C:26]1[CH:31]=[CH:30][C:29]([NH2:32])=[CH:28][CH:27]=1)=[O:25].CO. Product: [S:24]([C:26]1[CH:31]=[CH:30][C:29]([NH:32][C:2]2[N:7]=[C:6]([N:8]([CH2:17][CH2:18][CH2:19][C:20]([F:23])([F:22])[F:21])[C:9]3[CH:14]=[C:13]([CH3:15])[CH:12]=[CH:11][C:10]=3[F:16])[CH:5]=[CH:4][N:3]=2)=[CH:28][CH:27]=1)(=[O:25])(=[O:33])[NH2:34]. The catalyst class is: 51. (2) Reactant: [H-].[H-].[H-].[H-].[Li+].[Al+3].[CH3:7][N:8]1[CH2:13][CH2:12][N:11]([CH:14]2[CH2:19][CH2:18][CH2:17][C:16](=[N:20]O)[CH2:15]2)[CH2:10][CH2:9]1. Product: [CH3:7][N:8]1[CH2:9][CH2:10][N:11]([CH:14]2[CH2:19][CH2:18][CH2:17][CH:16]([NH2:20])[CH2:15]2)[CH2:12][CH2:13]1. The catalyst class is: 1. (3) Reactant: [S:1]1[CH:5]=[CH:4][CH:3]=[C:2]1[C:6]([OH:8])=O.C(N1C=CN=C1)(N1C=CN=C1)=O.[Cl-].[Mg+2].[Cl-].[CH2:24]([O:26][C:27](=[O:32])[CH2:28]C([O-])=O)[CH3:25].[K+]. Product: [O:8]=[C:6]([C:2]1[S:1][CH:5]=[CH:4][CH:3]=1)[CH2:28][C:27]([O:26][CH2:24][CH3:25])=[O:32]. The catalyst class is: 30. (4) Reactant: [CH:1]([OH:14])([C:8]1[CH:13]=[CH:12][CH:11]=[CH:10][CH:9]=1)[C:2]1[CH:7]=[CH:6][CH:5]=[CH:4][CH:3]=1.[C:15]1(=[O:30])[CH2:29][CH2:28][CH2:27][CH2:26][CH2:25][CH2:24][CH2:23][CH2:22][CH2:21][CH2:20][CH2:19][CH2:18][CH2:17][CH2:16]1.ON1C(=O)C2=CC=CC=C2C1=O.N(C(C)(C)C#N)=NC(C)(C)C#N.O=O.FC(F)(F)C(O)C(F)(F)F.C1(C)C=CC(S(O)(=O)=O)=CC=1. Product: [CH2:23]1[CH2:24][CH2:25][CH2:26][CH2:27][CH2:28][CH2:29][C:15](=[O:14])[O:30][CH2:16][CH2:17][CH2:18][CH2:19][CH2:20][CH2:21][CH2:22]1.[C:15]1(=[O:30])[CH2:29][CH2:28][CH2:27][CH2:26][CH2:25][CH2:24][CH2:23][CH2:22][CH2:21][CH2:20][CH2:19][CH2:18][CH2:17][CH2:16]1.[C:8]1([C:1]([C:2]2[CH:3]=[CH:4][CH:5]=[CH:6][CH:7]=2)=[O:14])[CH:9]=[CH:10][CH:11]=[CH:12][CH:13]=1.[CH:1]([OH:14])([C:8]1[CH:9]=[CH:10][CH:11]=[CH:12][CH:13]=1)[C:2]1[CH:7]=[CH:6][CH:5]=[CH:4][CH:3]=1. The catalyst class is: 10. (5) Reactant: [CH3:1][C:2]([CH3:6])([OH:5])[C:3]#[CH:4].[Cl:7][CH:8]([CH3:12])[C:9](Cl)=[O:10].Cl. Product: [Cl:7][CH:8]([CH3:12])[C:9]([O:5][C:2]([CH3:6])([CH3:1])[C:3]#[CH:4])=[O:10]. The catalyst class is: 6. (6) Reactant: [NH2:1][C:2]1[CH:3]=[C:4]([CH:9]=[CH:10][C:11]=1[F:12])[C:5]([O:7][CH3:8])=[O:6].[N:13]1[CH:14]=[C:15]([C:22](Cl)=[O:23])[N:16]2[CH:21]=[CH:20][CH:19]=[CH:18][C:17]=12.Cl.O. Product: [F:12][C:11]1[CH:10]=[CH:9][C:4]([C:5]([O:7][CH3:8])=[O:6])=[CH:3][C:2]=1[NH:1][C:22]([C:15]1[N:16]2[CH:21]=[CH:20][CH:19]=[CH:18][C:17]2=[N:13][CH:14]=1)=[O:23]. The catalyst class is: 17.